Dataset: Retrosynthesis with 50K atom-mapped reactions and 10 reaction types from USPTO. Task: Predict the reactants needed to synthesize the given product. (1) Given the product COC(=O)CC1c2ccccc2CCN1C(=O)OC(C)(C)C, predict the reactants needed to synthesize it. The reactants are: CC(C)(C)OC(=O)OC(=O)OC(C)(C)C.COC(=O)CC1NCCc2ccccc21. (2) The reactants are: Cc1ccc(COC2CCCCO2)cc1[N+](=O)[O-]. Given the product Cc1ccc(COC2CCCCO2)cc1N, predict the reactants needed to synthesize it. (3) Given the product CC1CCN(c2cc(N3CCN(S(C)(=O)=O)CC3)ccc2NC(=O)c2ccc(C#N)o2)CC1, predict the reactants needed to synthesize it. The reactants are: CC1CCN(c2cc(N3CCNCC3)ccc2NC(=O)c2ccc(C#N)o2)CC1.CS(=O)(=O)Cl. (4) Given the product COC(=O)c1cc(CCNC(=O)c2ccc(-c3ccc(Cl)cc3)cc2)ccc1CN1CCCC1, predict the reactants needed to synthesize it. The reactants are: COC(=O)c1cc(CCN)ccc1CN1CCCC1.O=C(O)c1ccc(-c2ccc(Cl)cc2)cc1. (5) Given the product COC(=O)c1sc(CBr)nc1-c1ccccc1Cl, predict the reactants needed to synthesize it. The reactants are: COC(=O)c1sc(C)nc1-c1ccccc1Cl.O=C1CCC(=O)N1Br. (6) Given the product CCCC(=O)N(Cc1ccc(-n2c(C)ccc2C#N)cc1)c1nc(C)cc(C)c1[N+](=O)[O-], predict the reactants needed to synthesize it. The reactants are: CCCC(=O)Nc1nc(C)cc(C)c1[N+](=O)[O-].Cc1ccc(C#N)n1-c1ccc(COS(C)(=O)=O)cc1. (7) Given the product CCn1cc2c3c(cc(C(=O)O)cc31)N(C)S(=O)(=O)CC2, predict the reactants needed to synthesize it. The reactants are: CCn1cc2c3c(cc(C(=O)OC)cc31)N(C)S(=O)(=O)CC2. (8) Given the product CC(C)(C)C(=O)Nc1nc(O)c2cc(C=CCOC3CCCCO3)cnc2n1, predict the reactants needed to synthesize it. The reactants are: CC(C)(C)C(=O)Nc1nc(O)c2cc(C#CCOC3CCCCO3)cnc2n1. (9) Given the product CC(C)CC(C(=O)NC1CCc2ccccc2N(Cc2cccc(Oc3ccccc3F)c2)C1=O)C1(C(N)=O)CC=CC1, predict the reactants needed to synthesize it. The reactants are: CC(C)C[C@@H](C(=O)NC1CCc2ccccc2NC1=O)C1(C(N)=O)CC=CC1.Fc1ccccc1Oc1cccc(CBr)c1. (10) Given the product CC(C)(C)OC(=O)N1CCC(CCC(=O)N2CCC[C@@H](C(=O)NC(CC(=O)O)c3ccc(OCCF)cc3)C2)CC1, predict the reactants needed to synthesize it. The reactants are: COC(=O)CC(NC(=O)[C@@H]1CCCN(C(=O)CCC2CCN(C(=O)OC(C)(C)C)CC2)C1)c1ccc(OCCF)cc1.